Dataset: Forward reaction prediction with 1.9M reactions from USPTO patents (1976-2016). Task: Predict the product of the given reaction. (1) Given the reactants S.[Cl:2][C:3]1[CH:4]=[C:5]([CH2:10][C:11]#[N:12])[CH:6]=[CH:7][C:8]=1[Cl:9].C(N(CC)CC)C.C(N)(=[S:22])C, predict the reaction product. The product is: [Cl:2][C:3]1[CH:4]=[C:5]([CH2:10][C:11]([NH2:12])=[S:22])[CH:6]=[CH:7][C:8]=1[Cl:9]. (2) Given the reactants [Cl:1][C:2]1[CH:10]=[C:9]2[C:5]([C:6]([C:11]([OH:13])=O)=[CH:7][NH:8]2)=[CH:4][CH:3]=1.ClC(N(C)C)=C(C)C.[CH3:22][N:23]1[C:31]2([CH2:36][CH2:35][NH:34][CH2:33][CH2:32]2)[C:30]2[C:25](=[CH:26][CH:27]=[CH:28][CH:29]=2)[CH2:24]1.C(N(CC)CC)C, predict the reaction product. The product is: [Cl:1][C:2]1[CH:10]=[C:9]2[C:5]([C:6]([C:11]([N:34]3[CH2:35][CH2:36][C:31]4([C:30]5[C:25](=[CH:26][CH:27]=[CH:28][CH:29]=5)[CH2:24][N:23]4[CH3:22])[CH2:32][CH2:33]3)=[O:13])=[CH:7][NH:8]2)=[CH:4][CH:3]=1.